The task is: Predict the reactants needed to synthesize the given product.. This data is from Full USPTO retrosynthesis dataset with 1.9M reactions from patents (1976-2016). Given the product [CH2:21]([N:28]1[CH2:19][C@@H:6]([N+:7]([O-:9])=[O:8])[C@H:5]([C:10]2[CH:15]=[C:14]([F:16])[CH:13]=[CH:12][C:11]=2[F:17])[CH2:4][C:3]1=[O:18])[C:22]1[CH:27]=[CH:26][CH:25]=[CH:24][CH:23]=1, predict the reactants needed to synthesize it. The reactants are: CO[C:3](=[O:18])[CH2:4][CH:5]([C:10]1[CH:15]=[C:14]([F:16])[CH:13]=[CH:12][C:11]=1[F:17])[CH2:6][N+:7]([O-:9])=[O:8].[CH2:19]=O.[CH2:21]([NH2:28])[C:22]1[CH:27]=[CH:26][CH:25]=[CH:24][CH:23]=1.